This data is from Catalyst prediction with 721,799 reactions and 888 catalyst types from USPTO. The task is: Predict which catalyst facilitates the given reaction. Reactant: [C:1]([O-:6])(=[O:5])[CH:2]([CH3:4])[OH:3].[Li+].[H-].[Na+].Cl[C:11]1[CH:16]=[C:15]([C:17]([F:20])([F:19])[F:18])[CH:14]=[CH:13][N:12]=1.O. Product: [F:18][C:17]([F:20])([F:19])[C:15]1[CH:14]=[CH:13][N:12]=[C:11]([O:3][CH:2]([CH3:4])[C:1]([OH:6])=[O:5])[CH:16]=1. The catalyst class is: 9.